This data is from Full USPTO retrosynthesis dataset with 1.9M reactions from patents (1976-2016). The task is: Predict the reactants needed to synthesize the given product. (1) Given the product [C:65]([C:64]1[CH:67]=[CH:68][C:69]([CH3:70])=[C:62]([CH:63]=1)[O:61][CH:59]1[CH2:58][N:57]([C:46](=[O:48])[CH2:45][NH:44][C:42]([C:40]2[N:39]=[N:38][N:37]([C:33]3[CH:32]=[N:31][CH:36]=[CH:35][CH:34]=3)[CH:41]=2)=[O:43])[CH2:60]1)#[N:66], predict the reactants needed to synthesize it. The reactants are: CCN(C(C)C)C(C)C.C1C=CC2N(O)N=NC=2C=1.CCN=C=NCCCN(C)C.[N:31]1[CH:36]=[CH:35][CH:34]=[C:33]([N:37]2[CH:41]=[C:40]([C:42]([NH:44][CH2:45][C:46]([OH:48])=O)=[O:43])[N:39]=[N:38]2)[CH:32]=1.NC1C=NC=CC=1.Cl.[NH:57]1[CH2:60][CH:59]([O:61][C:62]2[CH:63]=[C:64]([CH:67]=[CH:68][C:69]=2[CH3:70])[C:65]#[N:66])[CH2:58]1.Cl.FC(F)(F)C1C=C(C=CC=1)OC1CNC1. (2) Given the product [ClH:13].[CH3:12][O:11][C:8]1[CH:9]=[CH:10][C:5]([CH:2]([NH2:3])[CH3:1])=[CH:6][CH:7]=1, predict the reactants needed to synthesize it. The reactants are: [CH3:1]/[C:2](/[C:5]1[CH:10]=[CH:9][C:8]([O:11][CH3:12])=[CH:7][CH:6]=1)=[N:3]/O.[ClH:13]. (3) Given the product [C:1]1([CH:7]2[C:12]3[C:13]([C:16]([O:18][CH2:19][CH3:20])=[O:17])=[N:14][O:15][C:11]=3[CH2:10][CH2:9][N:8]2[C:33]([O:32][C:29]([CH3:31])([CH3:30])[CH3:28])=[O:34])[CH:2]=[CH:3][CH:4]=[CH:5][CH:6]=1, predict the reactants needed to synthesize it. The reactants are: [C:1]1([CH:7]2[C:12]3[C:13]([C:16]([O:18][CH2:19][CH3:20])=[O:17])=[N:14][O:15][C:11]=3[CH2:10][CH2:9][NH:8]2)[CH:6]=[CH:5][CH:4]=[CH:3][CH:2]=1.C(N(CC)CC)C.[CH3:28][C:29]([O:32][C:33](O[C:33]([O:32][C:29]([CH3:31])([CH3:30])[CH3:28])=[O:34])=[O:34])([CH3:31])[CH3:30]. (4) Given the product [CH3:1][C:2]1[C:6]([NH:7][C:8]2[CH:13]=[CH:12][CH:11]=[C:10]([C:53]3[CH:54]=[CH:55][CH:56]=[CH:57][C:52]=3[CH3:48])[N:9]=2)=[C:5]([C:21]2[CH:22]=[CH:23][C:24]([C:27]3[CH:28]=[CH:29][C:30]([C:33]4([C:36]([OH:38])=[O:37])[CH2:35][CH2:34]4)=[CH:31][CH:32]=3)=[CH:25][CH:26]=2)[O:4][N:3]=1, predict the reactants needed to synthesize it. The reactants are: [CH3:1][C:2]1[C:6]([NH:7][C:8]2[CH:13]=[CH:12][CH:11]=[C:10](C3C=CC=C(C)C=3)[N:9]=2)=[C:5]([C:21]2[CH:26]=[CH:25][C:24]([C:27]3[CH:32]=[CH:31][C:30]([C:33]4([C:36]([OH:38])=[O:37])[CH2:35][CH2:34]4)=[CH:29][CH:28]=3)=[CH:23][CH:22]=2)[O:4][N:3]=1.CC1C(NC2C=CC=[C:48]([C:52]3[CH:57]=[CH:56][C:55](C)=[CH:54][CH:53]=3)N=2)=C(C2C=CC(C3C=CC(C4(C(O)=O)CC4)=CC=3)=CC=2)ON=1.CC1C(NC2C=NC=C(C3C=CC=CC=3C)C=2)=C(C2C=CC(C3C=CC(C4(C(O)=O)CC4)=CC=3)=CC=2)ON=1.CC1C(NC2C=NC=C(C3C=CC=C(C)C=3)C=2)=C(C2C=CC(C3C=CC(C4(C(O)=O)CC4)=CC=3)=CC=2)ON=1.CC1C(NC2C=NC=C(C3C=CC(C)=CC=3)C=2)=C(C2C=CC(C3C=CC(C4(C(O)=O)CC4)=CC=3)=CC=2)ON=1.CC1C(NC2C=CC=C(C3C=CC=CC=3C)N=2)=C(C2C=CC(C3C=CC(C4(C(NS(C)(=O)=O)=O)CC4)=CC=3)=CC=2)ON=1.CC1C(NC2C=CC=C(C3C=CC=C(C)C=3)N=2)=C(C2C=CC(C3C=CC(C4(C(NS(C)(=O)=O)=O)CC4)=CC=3)=CC=2)ON=1.CC1C(NC2C=CC=C(C3C=CC(C)=CC=3)N=2)=C(C2C=CC(C3C=CC(C4(C(NS(C)(=O)=O)=O)CC4)=CC=3)=CC=2)ON=1.CC1C(NC2C=NC=C(C3C=CC=CC=3C)C=2)=C(C2C=CC(C3C=CC(C4(C(NS(C)(=O)=O)=O)CC4)=CC=3)=CC=2)ON=1.CC1C(NC2C=NC=C(C3C=CC=C(C)C=3)C=2)=C(C2C=CC(C3C=CC(C4(C(NS(C)(=O)=O)=O)CC4)=CC=3)=CC=2)ON=1.CC1C(NC2C=NC=C(C3C=CC(C)=CC=3)C=2)=C(C2C=CC(C3C=CC(C4(C(NS(C)(=O)=O)=O)CC4)=CC=3)=CC=2)ON=1. (5) Given the product [Br:13][C:14]1[CH:22]=[C:21]([O:23][CH3:24])[C:20]([O:25][CH2:26][C:27]2[CH:32]=[CH:31][C:30]([O:33][CH3:34])=[CH:29][CH:28]=2)=[CH:19][C:15]=1[C:16](=[O:18])[CH2:37][C:38]([O:2][CH2:1][CH3:8])=[O:39], predict the reactants needed to synthesize it. The reactants are: [C:1]([C:8]1NC=CN=1)(C1NC=CN=1)=[O:2].[Br:13][C:14]1[CH:22]=[C:21]([O:23][CH3:24])[C:20]([O:25][CH2:26][C:27]2[CH:32]=[CH:31][C:30]([O:33][CH3:34])=[CH:29][CH:28]=2)=[CH:19][C:15]=1[C:16]([OH:18])=O.C([CH:37](C([O-])=O)[C:38]([O-])=[O:39])C.[K+].[K+].[Mg+2].[Cl-].[Cl-].